Dataset: Peptide-MHC class I binding affinity with 185,985 pairs from IEDB/IMGT. Task: Regression. Given a peptide amino acid sequence and an MHC pseudo amino acid sequence, predict their binding affinity value. This is MHC class I binding data. (1) The binding affinity (normalized) is 0.446. The MHC is HLA-A02:02 with pseudo-sequence HLA-A02:02. The peptide sequence is IIGHIGHHYI. (2) The peptide sequence is TINVNSLALK. The MHC is HLA-A11:01 with pseudo-sequence HLA-A11:01. The binding affinity (normalized) is 0.729. (3) The binding affinity (normalized) is 0.171. The MHC is H-2-Kb with pseudo-sequence H-2-Kb. The peptide sequence is FFGPIGKL. (4) The peptide sequence is RTWNYHGSY. The MHC is HLA-A80:01 with pseudo-sequence HLA-A80:01. The binding affinity (normalized) is 0.852. (5) The peptide sequence is VMCGGSLYV. The MHC is HLA-A68:02 with pseudo-sequence HLA-A68:02. The binding affinity (normalized) is 0.263.